Task: Predict which catalyst facilitates the given reaction.. Dataset: Catalyst prediction with 721,799 reactions and 888 catalyst types from USPTO (1) Reactant: [CH2:1]([C:4]1[C:9](Br)=[CH:8][N:7]=[CH:6][C:5]=1[Br:11])[CH:2]=[CH2:3].[Li]CCCC.[F:17][C:18]1[CH:25]=[C:24]([CH:26]=[O:27])[CH:23]=[CH:22][C:19]=1[C:20]#[N:21]. Product: [CH2:1]([C:4]1[C:5]([Br:11])=[CH:6][N:7]=[CH:8][C:9]=1[CH:26]([OH:27])[C:24]1[CH:23]=[CH:22][C:19]([C:20]#[N:21])=[C:18]([F:17])[CH:25]=1)[CH:2]=[CH2:3]. The catalyst class is: 1. (2) Reactant: BrC1C=CC([C@@H]([N:10]2[CH2:15][CH2:14][C@:13](CC(O)(C)C)([C:16]3[CH:21]=[CH:20][CH:19]=[CH:18][CH:17]=3)[O:12][C:11]2=[O:27])C)=CC=1.COC1C=C(B2OC(C)(C)C(C)(C)O2)C=CN=1. Product: [C:16]1([CH:13]2[O:12][C:11](=[O:27])[NH:10][CH2:15][CH2:14]2)[CH:17]=[CH:18][CH:19]=[CH:20][CH:21]=1. The catalyst class is: 140. (3) Reactant: [C:1]([CH2:3][CH2:4][NH:5][C:6](=O)[CH2:7][CH2:8][C:9]12[CH2:16][CH2:15][C:12]([C:17]3[NH:25][C:24]4[C:23](=[O:26])[N:22]([CH2:27][CH2:28][CH3:29])[C:21](=[O:30])[N:20]([CH2:31][CH2:32][CH3:33])[C:19]=4[N:18]=3)([CH2:13][CH2:14]1)[CH2:11][CH2:10]2)#[N:2].C1C=CC(P(C2C=CC=CC=2)C2C=CC=CC=2)=CC=1.[Si]([N:58]=[N+:59]=[N-:60])(C)(C)C.CCOC(/N=N/C(OCC)=O)=O. Product: [O:30]=[C:21]1[N:20]([CH2:31][CH2:32][CH3:33])[C:19]2[N:18]=[C:17]([C:12]34[CH2:15][CH2:16][C:9]([CH2:8][CH2:7][C:6]5[N:5]([CH2:4][CH2:3][C:1]#[N:2])[N:60]=[N:59][N:58]=5)([CH2:14][CH2:13]3)[CH2:10][CH2:11]4)[NH:25][C:24]=2[C:23](=[O:26])[N:22]1[CH2:27][CH2:28][CH3:29]. The catalyst class is: 1.